The task is: Binary Classification. Given a miRNA mature sequence and a target amino acid sequence, predict their likelihood of interaction.. This data is from Experimentally validated miRNA-target interactions with 360,000+ pairs, plus equal number of negative samples. (1) The miRNA is hsa-miR-1270 with sequence CUGGAGAUAUGGAAGAGCUGUGU. The protein sequence of the target gene is MSVEAYGPSSQTLTFLDTEEAELLGADTQGSEFEFTDFTLPSQTQTPPGGPGGPGGGGAGGPGGAGAGAAAGQLDAQVGPEGILQNGAVDDSVAKTSQLLAELNFEEDEEDTYYTKDLPIHACSYCGIHDPACVVYCNTSKKWFCNGRGNTSGSHIVNHLVRAKCKEVTLHKDGPLGETVLECYNCGCRNVFLLGFIPAKADSVVVLLCRQPCASQSSLKDINWDSSQWQPLIQDRCFLSWLVKIPSEQEQLRARQITAQQINKLEELWKENPSATLEDLEKPGVDEEPQHVLLRYEDAY.... Result: 0 (no interaction). (2) The miRNA is cel-miR-1018 with sequence AGAGAGAUCAUUGGACUUACAG. The protein sequence of the target gene is MPPSTSLLLLAALLPFALPASDWKTGEVTGKVVEKSEFPCYSLSRDNYTCSACIQYHESCAWCGAPMFDEKKPYARCDSRAKLMEHGCPNSYIEDPATKLDITEDSKLSDQGQVESEEEAVQIKPQEMYVEIRPKSRVRFNVTYRQAVDYPVDLYYLMDLSYSMKDDKQKLSELGDLLAERMRTVTKNFRLGFGSFIDKKLMPFIDPRIEKQLSPCPTPCAEPYGFKHQMSLTTNTAKFKAEVDKAEISGNLDAPEGGFDAVVQALACNKTIGWRERARKMIVFSTDAGFHFAGDGRLAG.... Result: 0 (no interaction). (3) The miRNA is hsa-miR-563 with sequence AGGUUGACAUACGUUUCCC. The protein sequence of the target gene is MTLLTSSLLLFSLLTSRLEAIPVLEKSPAHPAHSAHPAHPAHPAHPAHPSPGVRILRAPESLVAPLGDEVVLECETSLQPERFEWSHRSSRSPGAGFKYLKTGTAKANVSQEAAISRLRVLVRPDTLGEYRCVGWFGPLVVTSTIARLELASTSLVDAQESESPLQWRVSAGNSVLWSCGQQVQSNPSASWSYYRNGVEIKPEFIGTNGNLFLSNVSSESSGSYSCQATNPASGERIQLPGSLQLQVTPEQRSESKSPHLLRGQPSSQEITIREGSSLLLLCPGVGSPPPTVVWSSPDVV.... Result: 0 (no interaction). (4) The miRNA is hsa-miR-497-3p with sequence CAAACCACACUGUGGUGUUAGA. The protein sequence of the target gene is MGNREMEELIPLVNRLQDAFSALGQSCLLELPQIAVVGGQSAGKSSVLENFVGRDFLPRGSGIVTRRPLVLQLVTSKAEYAEFLHCKGKKFTDFDEVRLEIEAETDRVTGMNKGISSIPINLRVYSPHVLNLTLIDLPGITKVPVGDQPPDIEYQIREMIMQFITRENCLILAVTPANTDLANSDALKLAKEVDPQGLRTIGVITKLDLMDEGTDARDVLENKLLPLRRGYVGVVNRSQKDIDGKKDIKAAMLAERKFFLSHPAYRHIADRMGTPHLQKVLNQQLTNHIRDTLPNFRNKL.... Result: 0 (no interaction). (5) The miRNA is hsa-miR-578 with sequence CUUCUUGUGCUCUAGGAUUGU. The protein sequence of the target gene is MSESSGSALQPGRPSRQPAVHPENLSLDSSCFSSPPVNFLQELPSYRSIARRRTTVHSRDKQSGTLLKPTDSYSSQLEDRIAENLSSHSLRNYALNISEKRRLRDIQETQMKYLSEWDQWKRYSSKSWKRFLEKAREMTTHLELWREDIRSIEGKFGTGIQSYFSFLRFLVLLNLVIFLIIFMLVLLPVLLTKYKITNSSFVLIPFKDMDKQCTVYPVSSSGLIYFYSYIIDLLSGTGFLEETSLFYGHYTIDGVKFQNFTYDLPLAYLLSTIASLALSLLWIVKRSVEGFKINLIRSEE.... Result: 1 (interaction).